This data is from Full USPTO retrosynthesis dataset with 1.9M reactions from patents (1976-2016). The task is: Predict the reactants needed to synthesize the given product. (1) The reactants are: [NH:1]([C:3]1[CH:8]=[CH:7][C:6]([S:9]([CH3:12])(=[O:11])=[O:10])=[CH:5][N:4]=1)[NH2:2].[F:13][C:14]([F:27])([F:26])[C:15](=O)[CH2:16][C:17]([C:19]1[CH:24]=[CH:23][CH:22]=[CH:21][CH:20]=1)=O.S(=O)(=O)(O)O. Given the product [CH3:12][S:9]([C:6]1[CH:7]=[CH:8][C:3]([N:1]2[C:17]([C:19]3[CH:24]=[CH:23][CH:22]=[CH:21][CH:20]=3)=[CH:16][C:15]([C:14]([F:13])([F:26])[F:27])=[N:2]2)=[N:4][CH:5]=1)(=[O:10])=[O:11], predict the reactants needed to synthesize it. (2) Given the product [Br:1][C:2]1[C:3]([N:18]2[CH2:23][CH2:22][C:21]([CH2:25][CH3:26])([CH3:24])[CH2:20][CH2:19]2)=[C:4]([C@H:10]([O:17][C:4]([CH3:10])([CH3:5])[CH3:3])[C:11]([O:13][CH:14]([CH3:16])[CH3:15])=[O:12])[C:5]([CH3:9])=[N:6][C:7]=1[CH3:8], predict the reactants needed to synthesize it. The reactants are: [Br:1][C:2]1[C:3]([N:18]2[CH2:23][CH2:22][C:21]([CH2:25][CH3:26])([CH3:24])[CH2:20][CH2:19]2)=[C:4]([C@H:10]([OH:17])[C:11]([O:13][CH:14]([CH3:16])[CH3:15])=[O:12])[C:5]([CH3:9])=[N:6][C:7]=1[CH3:8].